From a dataset of Reaction yield outcomes from USPTO patents with 853,638 reactions. Predict the reaction yield, written as a fraction of the theoretical maximum amount of product (1.0 means a 100% yield; for example, 0.34 means a 34% yield). (1) The reactants are Br[CH2:2][C:3]1[CH:4]=[C:5]([C:9]2[O:10][C:11]3[C:17]([C:18]([O:20][CH3:21])=[O:19])=[CH:16][CH:15]=[CH:14][C:12]=3[N:13]=2)[CH:6]=[CH:7][CH:8]=1.[CH3:22][N:23]([CH3:27])[CH2:24][CH2:25][NH2:26]. The catalyst is C(O)C. The product is [CH3:22][N:23]([CH3:27])[CH2:24][CH2:25][NH:26][CH2:2][C:3]1[CH:4]=[C:5]([C:9]2[O:10][C:11]3[C:17]([C:18]([O:20][CH3:21])=[O:19])=[CH:16][CH:15]=[CH:14][C:12]=3[N:13]=2)[CH:6]=[CH:7][CH:8]=1. The yield is 0.850. (2) The reactants are [C:1]([O:4][C:5]1[CH:13]=[CH:12][C:11]([Br:14])=[CH:10][C:6]=1[C:7]([OH:9])=O)(=[O:3])[CH3:2].[NH2:15][C:16]1[S:17][CH:18]=[C:19]([C:21]([CH3:24])([CH3:23])[CH3:22])[N:20]=1. No catalyst specified. The product is [C:1]([O:4][C:5]1[CH:13]=[CH:12][C:11]([Br:14])=[CH:10][C:6]=1[C:7]([NH:15][C:16]1[S:17][CH:18]=[C:19]([C:21]([CH3:24])([CH3:23])[CH3:22])[N:20]=1)=[O:9])(=[O:3])[CH3:2]. The yield is 0.594. (3) The reactants are [CH3:1][O:2][C:3]1[CH:8]=[CH:7][C:6]([C:9]2[C:17]3[O:16][CH:15]=[CH:14][C:13]=3[C:12]([CH3:18])=[CH:11][CH:10]=2)=[CH:5][CH:4]=1.C1C(=O)N(Br)C(=[O:22])C1.OP([O-])([O-])=O.[K+].[K+]. The catalyst is C(Cl)(Cl)(Cl)Cl.CC(N=NC(C#N)(C)C)(C#N)C. The product is [CH3:1][O:2][C:3]1[CH:4]=[CH:5][C:6]([C:9]2[CH:10]=[CH:11][C:12]([CH:18]=[O:22])=[C:13]3[C:17]=2[O:16][CH:15]=[CH:14]3)=[CH:7][CH:8]=1. The yield is 0.750. (4) The yield is 0.600. The product is [F:1][C:2]1[C:10]([CH:29]=[O:30])=[CH:9][CH:8]=[C:7]2[C:3]=1[CH:4]=[CH:5][N:6]2[Si:11]([CH:15]([CH3:17])[CH3:16])([CH:18]([CH3:20])[CH3:19])[CH:12]([CH3:13])[CH3:14]. The catalyst is C1COCC1. The reactants are [F:1][C:2]1[CH:10]=[CH:9][CH:8]=[C:7]2[C:3]=1[CH:4]=[CH:5][N:6]2[Si:11]([CH:18]([CH3:20])[CH3:19])([CH:15]([CH3:17])[CH3:16])[CH:12]([CH3:14])[CH3:13].[Li]C(CC)C.CN([CH:29]=[O:30])C. (5) The reactants are [NH2:1][C:2]1[C:7]([N+:8]([O-])=O)=[C:6]([O:11][C:12]2[C:21]3[C:16](=[CH:17][CH:18]=[CH:19][CH:20]=3)[C:15]([NH:22][C:23](=[O:29])[O:24][C:25]([CH3:28])([CH3:27])[CH3:26])=[CH:14][CH:13]=2)[CH:5]=[CH:4][N:3]=1. The catalyst is CO.C1COCC1. The product is [NH2:1][C:2]1[C:7]([NH2:8])=[C:6]([O:11][C:12]2[C:21]3[C:16](=[CH:17][CH:18]=[CH:19][CH:20]=3)[C:15]([NH:22][C:23](=[O:29])[O:24][C:25]([CH3:27])([CH3:26])[CH3:28])=[CH:14][CH:13]=2)[CH:5]=[CH:4][N:3]=1. The yield is 1.00. (6) The reactants are ClC1C=CC=C(Cl)C=1C1N(CC2CCCNC2)C2N=C(NCC3C=C(O)C=CC=3)N=CC=2C=1.[Cl:34][C:35]1[CH:40]=[CH:39][CH:38]=[C:37]([Cl:41])[C:36]=1[C:42]1[N:60]([CH2:61][C@@H:62]2[CH2:67][CH2:66][CH2:65][N:64](C(OC(C)(C)C)=O)[CH2:63]2)[C:45]2[N:46]=[C:47]([NH:50][CH2:51][C:52]3[CH:57]=[CH:56][C:55]([F:58])=[C:54]([F:59])[CH:53]=3)[N:48]=[CH:49][C:44]=2[CH:43]=1. No catalyst specified. The product is [Cl:41][C:37]1[CH:38]=[CH:39][CH:40]=[C:35]([Cl:34])[C:36]=1[C:42]1[N:60]([CH2:61][C@@H:62]2[CH2:67][CH2:66][CH2:65][NH:64][CH2:63]2)[C:45]2[N:46]=[C:47]([NH:50][CH2:51][C:52]3[CH:57]=[CH:56][C:55]([F:58])=[C:54]([F:59])[CH:53]=3)[N:48]=[CH:49][C:44]=2[CH:43]=1. The yield is 0.440. (7) The reactants are [CH2:1](Br)[C:2]1[CH:7]=[CH:6][CH:5]=[CH:4][CH:3]=1.[OH:9][CH2:10][C:11]1[CH:19]=[CH:18][C:14]([C:15]([OH:17])=[O:16])=[CH:13][CH:12]=1.C(=O)([O-])[O-].[Cs+].[Cs+]. The catalyst is O. The product is [CH2:1]([O:17][C:15](=[O:16])[C:14]1[CH:13]=[CH:12][C:11]([CH2:10][OH:9])=[CH:19][CH:18]=1)[C:2]1[CH:7]=[CH:6][CH:5]=[CH:4][CH:3]=1. The yield is 0.810.